This data is from Reaction yield outcomes from USPTO patents with 853,638 reactions. The task is: Predict the reaction yield, written as a fraction of the theoretical maximum amount of product (1.0 means a 100% yield; for example, 0.34 means a 34% yield). (1) The reactants are [OH:1][C:2]1[CH:11]=[CH:10][CH:9]=[C:8]2[C:3]=1[CH2:4][CH2:5][CH2:6][C:7]2=[O:12].Br[CH2:14][CH:15]1[CH2:17][CH2:16]1.C([O-])([O-])=O.[K+].[K+]. The catalyst is CC(=O)CC.CCOC(C)=O. The product is [CH:15]1([CH2:14][O:1][C:2]2[CH:11]=[CH:10][CH:9]=[C:8]3[C:3]=2[CH2:4][CH2:5][CH2:6][C:7]3=[O:12])[CH2:17][CH2:16]1. The yield is 0.780. (2) No catalyst specified. The reactants are FC1C=CC(C[N:7]2[C:15]3[C:10](=[CH:11][CH:12]=[CH:13][CH:14]=3)[C:9]3[CH2:16][C@@H:17]([CH2:27][OH:28])[N:18]([C:20]([O:22][C:23]([CH3:26])([CH3:25])[CH3:24])=[O:21])[CH2:19][C:8]2=3)=CC=1.[H-].[Na+].[Cl:33][C:34]1[CH:39]=[CH:38][C:37]([CH2:40]Cl)=[CH:36][N:35]=1.CN(C=[O:46])C. The product is [C:23]([O:22][C:20]([N:18]1[C@H:17]([C:27]([OH:46])=[O:28])[CH2:16][C:9]2[C:14]3[C:15](=[CH:10][CH:11]=[CH:12][CH:13]=3)[N:7]([CH2:40][C:37]3[CH:36]=[N:35][C:34]([Cl:33])=[CH:39][CH:38]=3)[C:8]=2[CH2:19]1)=[O:21])([CH3:24])([CH3:25])[CH3:26]. The yield is 0.720. (3) The reactants are [S:1]1[CH:5]=[CH:4][C:3]2[C:6]([N:10]3[CH2:15][CH2:14][N:13]([CH2:16][CH2:17][CH2:18][CH2:19][O:20][C:21]4[CH:30]=[C:29]5[C:24]([CH2:25][CH2:26][C:27](=[O:33])[N:28]5[CH2:31][OH:32])=[CH:23][CH:22]=4)[CH2:12][CH2:11]3)=[CH:7][CH:8]=[CH:9][C:2]1=2.N1C=CC=CC=1.[CH:40]1([C:46](Cl)=[O:47])[CH2:45][CH2:44][CH2:43][CH2:42][CH2:41]1.O. The catalyst is ClCCl. The product is [S:1]1[CH:5]=[CH:4][C:3]2[C:6]([N:10]3[CH2:15][CH2:14][N:13]([CH2:16][CH2:17][CH2:18][CH2:19][O:20][C:21]4[CH:30]=[C:29]5[C:24]([CH2:25][CH2:26][C:27](=[O:33])[N:28]5[CH2:31][O:32][C:46]([CH:40]5[CH2:45][CH2:44][CH2:43][CH2:42][CH2:41]5)=[O:47])=[CH:23][CH:22]=4)[CH2:12][CH2:11]3)=[CH:7][CH:8]=[CH:9][C:2]1=2. The yield is 0.253. (4) The reactants are [CH3:1][C:2]1[O:3][C:4]([CH3:13])=[CH:5][C:6]=1[C:7]1[NH:8][C:9](=[S:12])[NH:10][N:11]=1.Br.Br[CH2:16][C:17]1[CH:22]=[CH:21][CH:20]=[CH:19][N:18]=1. No catalyst specified. The product is [CH3:1][C:2]1[O:3][C:4]([CH3:13])=[CH:5][C:6]=1[C:7]1[NH:11][N:10]=[C:9]([S:12][CH2:16][C:17]2[CH:22]=[CH:21][CH:20]=[CH:19][N:18]=2)[N:8]=1. The yield is 0.700. (5) The reactants are [NH:1]1[C:9]2[C:4](=[CH:5][CH:6]=[CH:7][CH:8]=2)[C:3]2([C:13]3=[CH:14][C:15]4[O:19][CH2:18][O:17][C:16]=4[CH:20]=[C:12]3[O:11][CH2:10]2)[C:2]1=[O:21].C(=O)([O-])[O-].[Cs+].[Cs+].[Cl:28][C:29]1[S:33][N:32]=[C:31]([CH2:34]Cl)[N:30]=1. The catalyst is CC(C)=O.CC(=O)CC. The product is [Cl:28][C:29]1[S:33][N:32]=[C:31]([CH2:34][N:1]2[C:9]3[C:4](=[CH:5][CH:6]=[CH:7][CH:8]=3)[C:3]3([C:13]4=[CH:14][C:15]5[O:19][CH2:18][O:17][C:16]=5[CH:20]=[C:12]4[O:11][CH2:10]3)[C:2]2=[O:21])[N:30]=1. The yield is 0.220. (6) The reactants are CS(O[CH2:6][CH2:7][S:8][C:9]1[CH:14]=[CH:13][CH:12]=[C:11]([NH:15][C:16]2[C:21]([Cl:22])=[CH:20][N:19]=[C:18]([Cl:23])[N:17]=2)[CH:10]=1)(=O)=O.C(=O)([O-])[O-].[K+].[K+].[NH2:30][C:31]1[CH:32]=[C:33]([NH:37][C:38](=[O:44])[O:39][C:40]([CH3:43])([CH3:42])[CH3:41])[CH:34]=[CH:35][CH:36]=1. The catalyst is CN(C)C=O. The product is [Cl:23][C:18]1[N:17]=[C:16]([NH:15][C:11]2[CH:10]=[C:9]([S:8][CH2:7][CH2:6][NH:30][C:31]3[CH:32]=[C:33]([NH:37][C:38](=[O:44])[O:39][C:40]([CH3:42])([CH3:41])[CH3:43])[CH:34]=[CH:35][CH:36]=3)[CH:14]=[CH:13][CH:12]=2)[C:21]([Cl:22])=[CH:20][N:19]=1. The yield is 0.100. (7) The reactants are C([O:8][C:9]1[C:14]2[CH:15]=[C:16]([C:18]3[N:19]=[C:20]4[CH:25]=[CH:24][C:23]([CH3:26])=[N:22][N:21]4[CH:27]=3)[O:17][C:13]=2[CH:12]=[C:11]([O:28][CH3:29])[CH:10]=1)C1C=CC=CC=1.[H][H]. The catalyst is ClCCl.CO.[Pd]. The product is [CH3:29][O:28][C:11]1[CH:12]=[C:13]2[O:17][C:16]([C:18]3[N:19]=[C:20]4[CH:25]=[CH:24][C:23]([CH3:26])=[N:22][N:21]4[CH:27]=3)=[CH:15][C:14]2=[C:9]([OH:8])[CH:10]=1. The yield is 0.990. (8) The reactants are [Cl:1][C:2]1[CH:7]=[C:6]([N+:8]([O-:10])=[O:9])[CH:5]=[CH:4][C:3]=1F.[C:12]1([SH:18])[CH:17]=[CH:16][CH:15]=[CH:14][CH:13]=1.C(=O)([O-])[O-].[K+].[K+].CN(C=O)C. The catalyst is C(Cl)Cl. The product is [Cl:1][C:2]1[CH:7]=[C:6]([N+:8]([O-:10])=[O:9])[CH:5]=[CH:4][C:3]=1[S:18][C:12]1[CH:17]=[CH:16][CH:15]=[CH:14][CH:13]=1. The yield is 1.00.